From a dataset of Forward reaction prediction with 1.9M reactions from USPTO patents (1976-2016). Predict the product of the given reaction. (1) Given the reactants [CH3:1][CH:2]1[CH2:6][CH2:5][CH2:4][N:3]1[CH2:7][CH2:8][CH2:9][O:10][C:11]1[CH:16]=[CH:15][C:14]([C:17]2[S:18][C:19]3[CH2:25][CH2:24][CH2:23][CH:22]([NH:26]C(=O)OCC4C=CC=CC=4)[C:20]=3[N:21]=2)=[CH:13][CH:12]=1.O, predict the reaction product. The product is: [CH3:1][CH:2]1[CH2:6][CH2:5][CH2:4][N:3]1[CH2:7][CH2:8][CH2:9][O:10][C:11]1[CH:16]=[CH:15][C:14]([C:17]2[S:18][C:19]3[CH2:25][CH2:24][CH2:23][CH:22]([NH2:26])[C:20]=3[N:21]=2)=[CH:13][CH:12]=1. (2) Given the reactants [OH-:1].[K+].Cl[C:4]1[CH:13]=[CH:12][C:11]([N+:14]([O-:16])=[O:15])=[C:10]2[C:5]=1[CH:6]=[CH:7][CH:8]=[N:9]2, predict the reaction product. The product is: [N+:14]([C:11]1[C:10]2[N:9]=[CH:8][CH:7]=[CH:6][C:5]=2[C:4]([OH:1])=[CH:13][CH:12]=1)([O-:16])=[O:15]. (3) Given the reactants [N:1]1([C:10]([NH:12][C:13]2[CH:18]=[CH:17][C:16]([CH2:19][C:20]([NH:22][C:23]3[CH:28]=[CH:27][C:26]([C@H:29]([CH3:36])[CH2:30][C:31]([O:33]CC)=[O:32])=[CH:25][CH:24]=3)=[O:21])=[CH:15][C:14]=2[O:37][CH3:38])=[O:11])[C:9]2[C:4](=[CH:5][CH:6]=[CH:7][CH:8]=2)[CH2:3][CH2:2]1.[OH-].[Na+], predict the reaction product. The product is: [N:1]1([C:10]([NH:12][C:13]2[CH:18]=[CH:17][C:16]([CH2:19][C:20]([NH:22][C:23]3[CH:24]=[CH:25][C:26]([CH:29]([CH3:36])[CH2:30][C:31]([OH:33])=[O:32])=[CH:27][CH:28]=3)=[O:21])=[CH:15][C:14]=2[O:37][CH3:38])=[O:11])[C:9]2[C:4](=[CH:5][CH:6]=[CH:7][CH:8]=2)[CH2:3][CH2:2]1. (4) Given the reactants [Br:1][C:2]1[N:3]=[C:4](Br)[C:5]2[N:6]([CH:8]=[CH:9][N:10]=2)[CH:7]=1.[NH3:12].O, predict the reaction product. The product is: [NH2:12][C:4]1[C:5]2[N:6]([CH:8]=[CH:9][N:10]=2)[CH:7]=[C:2]([Br:1])[N:3]=1. (5) The product is: [F:51][C:52]1[CH:58]=[C:57]([F:59])[CH:56]=[CH:55][C:53]=1[NH:54][C:5]([NH:13][C:14]1[CH:15]=[CH:16][C:17]([C:20]2[C:30]3[C:29](=[O:31])[N:28]([CH2:32][CH3:33])[CH2:27][C:26]([CH3:35])([CH3:34])[O:25][C:24]=3[N:23]=[C:22]([N:36]3[CH2:37][CH:38]4[O:43][CH:41]([CH2:40][CH2:39]4)[CH2:42]3)[N:21]=2)=[CH:18][CH:19]=1)=[O:11]. Given the reactants ClC(Cl)(O[C:5](=[O:11])OC(Cl)(Cl)Cl)Cl.[NH2:13][C:14]1[CH:19]=[CH:18][C:17]([C:20]2[C:30]3[C:29](=[O:31])[N:28]([CH2:32][CH3:33])[CH2:27][C:26]([CH3:35])([CH3:34])[O:25][C:24]=3[N:23]=[C:22]([N:36]3[CH2:42][CH:41]4[O:43][CH:38]([CH2:39][CH2:40]4)[CH2:37]3)[N:21]=2)=[CH:16][CH:15]=1.C(N(CC)CC)C.[F:51][C:52]1[CH:58]=[C:57]([F:59])[CH:56]=[CH:55][C:53]=1[NH2:54], predict the reaction product. (6) The product is: [Cl:28][C:9]1[CH:8]=[C:7]([C:1]2[CH:2]=[CH:3][CH:4]=[CH:5][CH:6]=2)[C:15]2[O:14][C:13]([CH2:16][NH2:17])=[CH:12][C:11]=2[CH:10]=1. Given the reactants [C:1]1([C:7]2[C:15]3[O:14][C:13]([CH2:16][N:17]4C(=O)C5C(=CC=CC=5)C4=O)=[CH:12][C:11]=3[CH:10]=[C:9]([Cl:28])[CH:8]=2)[CH:6]=[CH:5][CH:4]=[CH:3][CH:2]=1.CN.Cl, predict the reaction product. (7) The product is: [CH:1]1([N:7]([CH2:29][CH3:30])[C:8]2[C:9]([F:27])=[CH:10][C:11]3[C:12]([CH:26]=2)=[N:13][C:14]2[N:15]([CH3:25])[CH:16]=[C:17]([C:22]([OH:24])=[O:23])[C:18](=[O:21])[C:19]=2[CH:20]=3)[CH2:2][CH2:3][CH2:4][CH2:5][CH2:6]1. Given the reactants [CH:1]1([NH:7][C:8]2[C:9]([F:27])=[CH:10][C:11]3[C:12]([CH:26]=2)=[N:13][C:14]2[N:15]([CH3:25])[CH:16]=[C:17]([C:22]([O-:24])=[O:23])[C:18](=[O:21])[C:19]=2[CH:20]=3)[CH2:6][CH2:5][CH2:4][CH2:3][CH2:2]1.I[CH2:29][CH3:30].[H-].[Na+], predict the reaction product. (8) Given the reactants [H-].[Na+].[CH:3](=[N:10][C@H:11]([C:13]([O:15][C:16]([CH3:19])([CH3:18])[CH3:17])=[O:14])[CH3:12])[C:4]1[CH:9]=[CH:8][CH:7]=[CH:6][CH:5]=1.Br[CH2:21][S:22][CH2:23][C:24]1[CH:29]=[CH:28][CH:27]=[CH:26][CH:25]=1, predict the reaction product. The product is: [CH2:23]([S:22][CH2:21][C@@:11]([CH3:12])([C:13]([O:15][C:16]([CH3:19])([CH3:18])[CH3:17])=[O:14])[N:10]=[CH:3][C:4]1[CH:9]=[CH:8][CH:7]=[CH:6][CH:5]=1)[C:24]1[CH:29]=[CH:28][CH:27]=[CH:26][CH:25]=1. (9) Given the reactants [Cl:1][C:2]1[C:10]2[N:9]=[C:8]3[N:11]([C:14]4[C:19]([CH3:20])=[CH:18][C:17]([Cl:21])=[CH:16][C:15]=4[Cl:22])[CH2:12][CH2:13][N:7]3[C:6]=2[C:5]([CH2:23][OH:24])=[CH:4][CH:3]=1.C(N(CC)CC)C.C(=O)([O-])O.[Na+], predict the reaction product. The product is: [Cl:1][C:2]1[CH:3]=[CH:4][C:5]([CH:23]=[O:24])=[C:6]2[C:10]=1[N:9]=[C:8]1[N:11]([C:14]3[C:19]([CH3:20])=[CH:18][C:17]([Cl:21])=[CH:16][C:15]=3[Cl:22])[CH2:12][CH2:13][N:7]21. (10) Given the reactants Cl[C:2]1[N:3]=[C:4]([NH:21][CH2:22][C:23]([F:26])([F:25])[F:24])[C:5]2[CH:10]=[CH:9][N:8]([S:11]([C:14]3[CH:19]=[CH:18][C:17]([CH3:20])=[CH:16][CH:15]=3)(=[O:13])=[O:12])[C:6]=2[N:7]=1.[NH2:27][C:28]1[CH:39]=[CH:38][C:31]([C:32]([NH:34][CH2:35][CH2:36][CH3:37])=[O:33])=[CH:30][CH:29]=1.C(=O)([O-])[O-].[K+].[K+], predict the reaction product. The product is: [CH3:20][C:17]1[CH:18]=[CH:19][C:14]([S:11]([N:8]2[C:6]3[N:7]=[C:2]([NH:27][C:28]4[CH:29]=[CH:30][C:31]([C:32]([NH:34][CH2:35][CH2:36][CH3:37])=[O:33])=[CH:38][CH:39]=4)[N:3]=[C:4]([NH:21][CH2:22][C:23]([F:26])([F:25])[F:24])[C:5]=3[CH:10]=[CH:9]2)(=[O:13])=[O:12])=[CH:15][CH:16]=1.